The task is: Predict which catalyst facilitates the given reaction.. This data is from Catalyst prediction with 721,799 reactions and 888 catalyst types from USPTO. (1) Reactant: [OH:1][CH:2]1[CH2:7][CH2:6][N:5]([C:8]([O:10][C:11]([CH3:14])([CH3:13])[CH3:12])=[O:9])[CH2:4][CH2:3]1.[H-].[Na+].[CH2:17](Cl)[CH:18]=[CH:19][C:20]1[CH:25]=[CH:24][CH:23]=[CH:22][CH:21]=1. Product: [C:20]1([CH:19]=[CH:18][CH2:17][O:1][CH:2]2[CH2:3][CH2:4][N:5]([C:8]([O:10][C:11]([CH3:14])([CH3:13])[CH3:12])=[O:9])[CH2:6][CH2:7]2)[CH:25]=[CH:24][CH:23]=[CH:22][CH:21]=1. The catalyst class is: 39. (2) Reactant: [Cl:1][C:2]1[CH:7]=[C:6]([O:8][C:9]2[C:18]3[C:13](=[CH:14][C:15]([O:21][CH3:22])=[C:16]([O:19][CH3:20])[CH:17]=3)[N:12]=[CH:11][CH:10]=2)[CH:5]=[CH:4][C:3]=1[NH:23][C:24]([NH:26][C:27]1[CH:31]=[C:30]([CH3:32])[O:29][N:28]=1)=[O:25].[N+:33]([O-:36])([OH:35])=[O:34].O. Product: [N+:33]([O-:36])([OH:35])=[O:34].[Cl:1][C:2]1[CH:7]=[C:6]([O:8][C:9]2[C:18]3[C:13](=[CH:14][C:15]([O:21][CH3:22])=[C:16]([O:19][CH3:20])[CH:17]=3)[N:12]=[CH:11][CH:10]=2)[CH:5]=[CH:4][C:3]=1[NH:23][C:24]([NH:26][C:27]1[CH:31]=[C:30]([CH3:32])[O:29][N:28]=1)=[O:25]. The catalyst class is: 5. (3) Reactant: [N:1]([CH2:4][CH2:5][C@@H:6]1[CH2:8][C@@H:7]1[CH:9]1[CH2:14][CH2:13][N:12]([C:15]2[N:20]=[CH:19][C:18]([Cl:21])=[CH:17][N:16]=2)[CH2:11][CH2:10]1)=[N+]=[N-].C1(P(C2C=CC=CC=2)C2C=CC=CC=2)C=CC=CC=1.O. Product: [Cl:21][C:18]1[CH:17]=[N:16][C:15]([N:12]2[CH2:13][CH2:14][CH:9]([C@H:7]3[CH2:8][C@H:6]3[CH2:5][CH2:4][NH2:1])[CH2:10][CH2:11]2)=[N:20][CH:19]=1. The catalyst class is: 1.